From a dataset of Reaction yield outcomes from USPTO patents with 853,638 reactions. Predict the reaction yield, written as a fraction of the theoretical maximum amount of product (1.0 means a 100% yield; for example, 0.34 means a 34% yield). (1) The reactants are [NH2:1][C:2]1[N:3]([CH3:26])[C:4](=[O:25])[C:5]([C:17]2[CH:18]=[C:19]([CH:22]=[CH:23][CH:24]=2)[CH:20]=O)([C:7]2[CH:12]=[CH:11][C:10]([O:13][CH:14]([F:16])[F:15])=[CH:9][CH:8]=2)[N:6]=1.[CH2:27]([NH2:30])[CH2:28][CH3:29].[BH4-].[Na+].[OH-].[Na+]. The catalyst is CO. The product is [NH2:1][C:2]1[N:3]([CH3:26])[C:4](=[O:25])[C:5]([C:7]2[CH:12]=[CH:11][C:10]([O:13][CH:14]([F:16])[F:15])=[CH:9][CH:8]=2)([C:17]2[CH:24]=[CH:23][CH:22]=[C:19]([CH2:20][NH:30][CH2:27][CH2:28][CH3:29])[CH:18]=2)[N:6]=1. The yield is 0.780. (2) The reactants are [Cl:1][C:2]1[CH:3]=[CH:4][C:5]([NH:8][C:9](=[O:19])[C:10]2[CH:15]=[CH:14][CH:13]=[CH:12][C:11]=2[N+:16]([O-])=O)=[N:6][CH:7]=1. The catalyst is C1COCC1.C(OCC)(=O)C.[Ni]. The product is [Cl:1][C:2]1[CH:3]=[CH:4][C:5]([NH:8][C:9](=[O:19])[C:10]2[CH:15]=[CH:14][CH:13]=[CH:12][C:11]=2[NH2:16])=[N:6][CH:7]=1. The yield is 0.830. (3) The reactants are [CH3:1][O:2][C:3]1[CH:4]=[C:5]2[C:10](=[CH:11][C:12]=1[O:13][CH2:14][CH:15]1[CH2:17][O:16]1)[N:9]=[CH:8][CH:7]=[C:6]2[O:18][C:19]1[C:20]([C:27]2[CH:32]=[CH:31][CH:30]=[C:29]([CH3:33])[N:28]=2)=[N:21][C:22]([CH3:26])=[C:23]([CH3:25])[CH:24]=1.FC(F)(F)C(O)=[O:37].[OH-].[Na+].O. The catalyst is C(Cl)Cl. The product is [CH3:1][O:2][C:3]1[CH:4]=[C:5]2[C:10](=[CH:11][C:12]=1[O:13][CH2:14][CH:15]([OH:16])[CH2:17][OH:37])[N:9]=[CH:8][CH:7]=[C:6]2[O:18][C:19]1[C:20]([C:27]2[CH:32]=[CH:31][CH:30]=[C:29]([CH3:33])[N:28]=2)=[N:21][C:22]([CH3:26])=[C:23]([CH3:25])[CH:24]=1. The yield is 0.610. (4) The catalyst is CN(C)C=O.C(N(CC)CC)C. The yield is 0.450. The reactants are [CH:1]1([CH:7]([NH:20][C:21]2[CH:29]=[CH:28][C:24]([C:25](O)=[O:26])=[CH:23][CH:22]=2)[C:8]2[N:12]([CH3:13])[C:11]3[CH:14]=[C:15]([O:18][CH3:19])[CH:16]=[CH:17][C:10]=3[N:9]=2)[CH2:6][CH2:5][CH2:4][CH2:3][CH2:2]1.Cl.[CH2:31]([O:33][C:34](=[O:38])[CH2:35][CH2:36][NH2:37])[CH3:32].O.ON1C2C=CC=CC=2N=N1.Cl.C(N=C=NCCCN(C)C)C.[Cl-].[NH4+]. The product is [CH:1]1([CH:7]([NH:20][C:21]2[CH:22]=[CH:23][C:24]([C:25]([NH:37][CH2:36][CH2:35][C:34]([O:33][CH2:31][CH3:32])=[O:38])=[O:26])=[CH:28][CH:29]=2)[C:8]2[N:12]([CH3:13])[C:11]3[CH:14]=[C:15]([O:18][CH3:19])[CH:16]=[CH:17][C:10]=3[N:9]=2)[CH2:6][CH2:5][CH2:4][CH2:3][CH2:2]1.